Dataset: Catalyst prediction with 721,799 reactions and 888 catalyst types from USPTO. Task: Predict which catalyst facilitates the given reaction. (1) Reactant: [C:1]([CH2:3][C:4]([O:6][C:7]([CH3:10])([CH3:9])[CH3:8])=[O:5])#[N:2].[H-].[Na+].Cl[C:14]1[CH:19]=[CH:18][C:17]([Cl:20])=[CH:16][N:15]=1.[Cl-].[NH4+]. Product: [Cl:20][C:17]1[CH:18]=[CH:19][C:14]([CH:3]([C:1]#[N:2])[C:4]([O:6][C:7]([CH3:10])([CH3:9])[CH3:8])=[O:5])=[N:15][CH:16]=1. The catalyst class is: 16. (2) Product: [CH3:8][C:7]1[C:2]([NH2:70])=[N:3][CH:4]=[N:5][C:6]=1[CH3:9]. Reactant: Cl[C:2]1[C:7]([CH3:8])=[C:6]([CH3:9])[N:5]=[CH:4][N:3]=1.[Na].C1C=CC(P(C2C(C3C(P(C4C=CC=CC=4)C4C=CC=CC=4)=CC=C4C=3C=CC=C4)=C3C(C=CC=C3)=CC=2)C2C=CC=CC=2)=CC=1.C(=[NH:70])(C1C=CC=CC=1)C1C=CC=CC=1.Cl. The catalyst class is: 101. (3) Reactant: ON1C(=O)CCC1=O.[CH3:9][O:10][CH:11]=[CH:12][C:13]([OH:15])=O.Cl.[Br:17][C:18]1[CH:23]=[CH:22][C:21]([NH:24][NH2:25])=[CH:20][CH:19]=1.[OH-].[Na+].O1CCOCC1. Product: [Br:17][C:18]1[CH:23]=[CH:22][C:21]([NH:24][NH:25][C:13](=[O:15])[CH:12]=[CH:11][O:10][CH3:9])=[CH:20][CH:19]=1. The catalyst class is: 6. (4) Reactant: [Cl:1][S:2]([OH:5])(=O)=[O:3].[C:6]1([OH:12])[CH:11]=[CH:10][CH:9]=[CH:8][CH:7]=1. Product: [OH:12][C:6]1[CH:11]=[CH:10][C:9]([S:2]([Cl:1])(=[O:5])=[O:3])=[CH:8][CH:7]=1. The catalyst class is: 2. (5) Reactant: [C:1]([O:5][C:6]([NH:8][C:9]1[S:10][C:11]([CH3:17])=[CH:12][C:13]=1[C:14]([OH:16])=O)=[O:7])([CH3:4])([CH3:3])[CH3:2].[Cl:18][C:19]1[CH:20]=[C:21]([CH:23]=[CH:24][CH:25]=1)[NH2:22].CCN(C(C)C)C(C)C.CN(C(ON1N=NC2C=CC=CC1=2)=[N+](C)C)C.[B-](F)(F)(F)F. Product: [C:1]([O:5][C:6](=[O:7])[NH:8][C:9]1[S:10][C:11]([CH3:17])=[CH:12][C:13]=1[C:14](=[O:16])[NH:22][C:21]1[CH:23]=[CH:24][CH:25]=[C:19]([Cl:18])[CH:20]=1)([CH3:2])([CH3:3])[CH3:4]. The catalyst class is: 9. (6) Reactant: [CH:1]([C@H:14]1[CH2:20][C@H:19]2[C@H:17]([O:18]2)[CH2:16][O:15]1)([C:8]1[CH:13]=[CH:12][CH:11]=[CH:10][CH:9]=1)[C:2]1[CH:7]=[CH:6][CH:5]=[CH:4][CH:3]=1.[F:21][C:22]1[CH:27]=[CH:26][C:25]([CH2:28][CH2:29][NH2:30])=[CH:24][CH:23]=1. Product: [CH:1]([C@H:14]1[CH2:20][C@H:19]([OH:18])[C@@H:17]([NH:30][CH2:29][CH2:28][C:25]2[CH:26]=[CH:27][C:22]([F:21])=[CH:23][CH:24]=2)[CH2:16][O:15]1)([C:8]1[CH:9]=[CH:10][CH:11]=[CH:12][CH:13]=1)[C:2]1[CH:3]=[CH:4][CH:5]=[CH:6][CH:7]=1. The catalyst class is: 8.